Dataset: Forward reaction prediction with 1.9M reactions from USPTO patents (1976-2016). Task: Predict the product of the given reaction. (1) Given the reactants [O:1]1[C:10]2[C:5](=[CH:6][CH:7]=[CH:8][CH:9]=2)[C:4](=[O:11])[CH:3]=[C:2]1[C:12]([O:14][CH2:15][CH3:16])=[O:13].[N+:17]([O-])([O-:19])=[O:18].[K+].O1C2C=CC=CC=2C=CC1, predict the reaction product. The product is: [N+:17]([C:7]1[CH:6]=[C:5]2[C:10](=[CH:9][CH:8]=1)[O:1][C:2]([C:12]([O:14][CH2:15][CH3:16])=[O:13])=[CH:3][C:4]2=[O:11])([O-:19])=[O:18]. (2) Given the reactants [CH2:1]([C:3]1[CH:8]=[CH:7][C:6]([C@H:9]2[CH2:14][C@@H:13]([C:15]([F:18])([F:17])[F:16])[N:12]3[N:19]=[CH:20][C:21]([C:22]([OH:24])=O)=[C:11]3[NH:10]2)=[CH:5][CH:4]=1)[CH3:2].CN(C(ON1N=NC2C=CC=NC1=2)=[N+](C)C)C.F[P-](F)(F)(F)(F)F.C(N(CC)C(C)C)(C)C.[CH3:58][N:59]1[C:63]([CH3:64])=[CH:62][CH:61]=[C:60]1[CH2:65][NH2:66], predict the reaction product. The product is: [CH3:58][N:59]1[C:63]([CH3:64])=[CH:62][CH:61]=[C:60]1[CH2:65][NH:66][C:22]([C:21]1[CH:20]=[N:19][N:12]2[C@H:13]([C:15]([F:16])([F:18])[F:17])[CH2:14][C@H:9]([C:6]3[CH:5]=[CH:4][C:3]([CH2:1][CH3:2])=[CH:8][CH:7]=3)[NH:10][C:11]=12)=[O:24]. (3) Given the reactants [NH2:1][C:2]1[N:3]=[N:4][C:5](Cl)=[CH:6][CH:7]=1.[CH3:9][N:10]1[CH2:15][CH2:14][NH:13][CH2:12][CH2:11]1, predict the reaction product. The product is: [CH3:9][N:10]1[CH2:15][CH2:14][N:13]([C:5]2[N:4]=[N:3][C:2]([NH2:1])=[CH:7][CH:6]=2)[CH2:12][CH2:11]1. (4) Given the reactants [NH2:1][C:2]1[C:11]2[C:6](=[CH:7][CH:8]=[CH:9][CH:10]=2)[N:5]=[C:4]([CH3:12])[CH:3]=1.[H-].[Na+].[Cl:15][C:16]1[CH:21]=[C:20](Cl)[N:19]=[CH:18][N:17]=1, predict the reaction product. The product is: [Cl:15][C:16]1[N:17]=[CH:18][N:19]=[C:20]([NH:1][C:2]2[C:11]3[C:6](=[CH:7][CH:8]=[CH:9][CH:10]=3)[N:5]=[C:4]([CH3:12])[CH:3]=2)[CH:21]=1. (5) Given the reactants [Br:1][C:2]1[CH:7]=[CH:6][C:5]([Cl:8])=[CH:4][C:3]=1[CH2:9][CH2:10][S:11]([OH:14])(=O)=[O:12].S(Cl)([Cl:17])=O.CN(C)C=O, predict the reaction product. The product is: [Br:1][C:2]1[CH:7]=[CH:6][C:5]([Cl:8])=[CH:4][C:3]=1[CH2:9][CH2:10][S:11]([Cl:17])(=[O:14])=[O:12]. (6) Given the reactants [CH:1]1([CH2:4][C:5]2[CH:10]=[C:9]([CH3:11])[C:8]([NH:12][C:13]([NH:15][C:16]3[CH:21]=[C:20]([O:22][CH2:23][CH2:24][O:25][CH3:26])[CH:19]=[CH:18][C:17]=3[C:27]([NH:29][C@H:30]([C:38]([O:40]C)=[O:39])[C@@H:31]([CH3:37])[O:32][C:33]([CH3:36])([CH3:35])[CH3:34])=[O:28])=[O:14])=[C:7]([CH3:42])[CH:6]=2)[CH2:3][CH2:2]1.[Li+].[OH-].Cl.O, predict the reaction product. The product is: [CH:1]1([CH2:4][C:5]2[CH:6]=[C:7]([CH3:42])[C:8]([NH:12][C:13]([NH:15][C:16]3[CH:21]=[C:20]([O:22][CH2:23][CH2:24][O:25][CH3:26])[CH:19]=[CH:18][C:17]=3[C:27]([NH:29][C@H:30]([C:38]([OH:40])=[O:39])[C@@H:31]([CH3:37])[O:32][C:33]([CH3:36])([CH3:35])[CH3:34])=[O:28])=[O:14])=[C:9]([CH3:11])[CH:10]=2)[CH2:3][CH2:2]1. (7) Given the reactants [OH-].[Na+].C([O:6][CH2:7][C:8]1[N:13]([CH2:14][C:15]2[CH:20]=[CH:19][CH:18]=[C:17]([C:21]([F:24])([F:23])[F:22])[C:16]=2[CH3:25])[C:12]2[N:26]=[C:27]([N:29]3[CH2:34][CH2:33][O:32][CH2:31][CH2:30]3)[S:28][C:11]=2[C:10](=[O:35])[N:9]=1)(=O)C.Cl, predict the reaction product. The product is: [OH:6][CH2:7][C:8]1[N:13]([CH2:14][C:15]2[CH:20]=[CH:19][CH:18]=[C:17]([C:21]([F:22])([F:24])[F:23])[C:16]=2[CH3:25])[C:12]2[N:26]=[C:27]([N:29]3[CH2:34][CH2:33][O:32][CH2:31][CH2:30]3)[S:28][C:11]=2[C:10](=[O:35])[N:9]=1. (8) Given the reactants [CH2:1]([N:8]1[C:17](=[O:18])[C:16]2[C:11](=[CH:12][C:13]([O:28][CH3:29])=[C:14]([O:19][C@H:20]3[CH2:25][CH2:24][C@@H:23]([NH:26][CH3:27])[CH2:22][CH2:21]3)[CH:15]=2)[N:10]=[CH:9]1)[C:2]1[CH:7]=[CH:6][CH:5]=[CH:4][CH:3]=1.[N:30]1([C:36](Cl)=[O:37])[CH2:35][CH2:34][O:33][CH2:32][CH2:31]1.C(N(C(C)C)C(C)C)C, predict the reaction product. The product is: [CH2:1]([N:8]1[C:17](=[O:18])[C:16]2[C:11](=[CH:12][C:13]([O:28][CH3:29])=[C:14]([O:19][C@H:20]3[CH2:21][CH2:22][C@@H:23]([N:26]([C:36]([N:30]4[CH2:35][CH2:34][O:33][CH2:32][CH2:31]4)=[O:37])[CH3:27])[CH2:24][CH2:25]3)[CH:15]=2)[N:10]=[CH:9]1)[C:2]1[CH:3]=[CH:4][CH:5]=[CH:6][CH:7]=1.